From a dataset of Forward reaction prediction with 1.9M reactions from USPTO patents (1976-2016). Predict the product of the given reaction. Given the reactants [CH3:1][N:2]1[C:6]2[CH:7]=[CH:8][C:9]([C:11]([NH:13][C:14]3([C:17](O)=[O:18])[CH2:16][CH2:15]3)=[O:12])=[CH:10][C:5]=2[N:4]=[C:3]1[NH:20][C:21]1[S:22][C:23]2[CH:29]=[C:28]([O:30][C:31]([F:34])([F:33])[F:32])[CH:27]=[CH:26][C:24]=2[N:25]=1.[CH3:35][NH:36][CH3:37].CN(C(ON1N=NC2C=CC=CC1=2)=[N+](C)C)C.F[P-](F)(F)(F)(F)F.CCN(C(C)C)C(C)C, predict the reaction product. The product is: [CH3:35][N:36]([CH3:37])[C:17]([C:14]1([NH:13][C:11]([C:9]2[CH:8]=[CH:7][C:6]3[N:2]([CH3:1])[C:3]([NH:20][C:21]4[S:22][C:23]5[CH:29]=[C:28]([O:30][C:31]([F:34])([F:32])[F:33])[CH:27]=[CH:26][C:24]=5[N:25]=4)=[N:4][C:5]=3[CH:10]=2)=[O:12])[CH2:15][CH2:16]1)=[O:18].